Task: Predict the product of the given reaction.. Dataset: Forward reaction prediction with 1.9M reactions from USPTO patents (1976-2016) (1) Given the reactants [F:1][C:2]1[CH:26]=[CH:25][C:5]([CH2:6][NH:7][C:8](=[O:24])[C:9]2[CH:14]=[CH:13][CH:12]=[C:11]([C:15](=[O:23])CC3C=CC=CC=3)[N:10]=2)=[CH:4][CH:3]=1.[OH-:27].[K+].Cl, predict the reaction product. The product is: [F:1][C:2]1[CH:3]=[CH:4][C:5]([CH2:6][NH:7][C:8]([C:9]2[N:10]=[C:11]([C:15]([OH:23])=[O:27])[CH:12]=[CH:13][CH:14]=2)=[O:24])=[CH:25][CH:26]=1. (2) Given the reactants [N:1]([C:4](=[CH:9][C:10]1[CH:15]=[C:14]([O:16][CH3:17])[CH:13]=[C:12]([O:18][CH3:19])[CH:11]=1)[C:5]([O:7][CH3:8])=[O:6])=[N+]=[N-], predict the reaction product. The product is: [CH3:19][O:18][C:12]1[CH:11]=[C:10]2[C:15](=[C:14]([O:16][CH3:17])[CH:13]=1)[NH:1][C:4]([C:5]([O:7][CH3:8])=[O:6])=[CH:9]2. (3) Given the reactants [OH:1][C:2]1[C:11]([C:12]2[S:13][CH:14]=[CH:15][CH:16]=2)=[CH:10][C:9]2[N:8]=[C:7]([C:17]3[CH:22]=[CH:21][CH:20]=[CH:19][CH:18]=3)[CH:6]=[N:5][C:4]=2[C:3]=1[C:23]([OH:25])=O.Cl.C([NH:29][CH2:30][C:31]([OH:33])=[O:32])C.[CH2:34](N(CC)CC)[CH3:35].C1CN([P+](ON2N=NC3C=CC=CC2=3)(N2CCCC2)N2CCCC2)CC1.F[P-](F)(F)(F)(F)F, predict the reaction product. The product is: [OH:1][C:2]1[C:3]([C:23]([NH:29][CH2:30][C:31]([O:33][CH2:34][CH3:35])=[O:32])=[O:25])=[C:4]2[C:9](=[CH:10][C:11]=1[C:12]1[S:13][CH:14]=[CH:15][CH:16]=1)[N:8]=[C:7]([C:17]1[CH:22]=[CH:21][CH:20]=[CH:19][CH:18]=1)[CH:6]=[N:5]2. (4) Given the reactants [C:1]([OH:8])(=[O:7])/[CH:2]=[CH:3]/[C:4]([OH:6])=[O:5].[S:9]1[CH:13]=[CH:12][C:11]2[C:14]([N:18]3[CH2:23][CH2:22][N:21]([CH2:24][CH2:25][CH2:26][O:27][C:28]4[CH:37]=[C:36]5[C:31]([CH2:32][CH2:33][N:34]([CH3:39])[C:35]5=[O:38])=[CH:30][CH:29]=4)[CH2:20][CH2:19]3)=[CH:15][CH:16]=[CH:17][C:10]1=2, predict the reaction product. The product is: [C:1]([OH:8])(=[O:7])/[CH:2]=[CH:3]/[C:4]([OH:6])=[O:5].[C:1]([OH:8])(=[O:7])/[CH:2]=[CH:3]/[C:4]([OH:6])=[O:5].[S:9]1[CH:13]=[CH:12][C:11]2[C:14]([N:18]3[CH2:19][CH2:20][N:21]([CH2:24][CH2:25][CH2:26][O:27][C:28]4[CH:37]=[C:36]5[C:31]([CH2:32][CH2:33][N:34]([CH3:39])[C:35]5=[O:38])=[CH:30][CH:29]=4)[CH2:22][CH2:23]3)=[CH:15][CH:16]=[CH:17][C:10]1=2. (5) Given the reactants [C:1]([O:5][C:6]([N:8]1[CH2:13][CH2:12][O:11][C@@H:10]([C:14]2[CH:19]=[CH:18][C:17]([NH:20][C:21]3[N:26]=[CH:25][C:24](SC)=[CH:23][N:22]=3)=[CH:16][CH:15]=2)[CH2:9]1)=[O:7])([CH3:4])([CH3:3])[CH3:2].Cl[C:30]1C=C(C=CC=1)C(OO)=O.[O-:40][S:41]([O-:43])=O.[Na+].[Na+], predict the reaction product. The product is: [C:1]([O:5][C:6]([N:8]1[CH2:13][CH2:12][O:11][C@@H:10]([C:14]2[CH:15]=[CH:16][C:17]([NH:20][C:21]3[N:22]=[CH:23][C:24]([S:41]([CH3:30])(=[O:43])=[O:40])=[CH:25][N:26]=3)=[CH:18][CH:19]=2)[CH2:9]1)=[O:7])([CH3:4])([CH3:2])[CH3:3]. (6) Given the reactants Cl[C:2]1[C:11]2=[N:12][N:13](CC3C=CC(OC)=CC=3)[CH:14]=[C:10]2[C:9]2[CH:8]=[CH:7][CH:6]=[CH:5][C:4]=2[N:3]=1.[S:24]1[CH:28]=[CH:27][CH:26]=[C:25]1[CH2:29][NH2:30].Cl, predict the reaction product. The product is: [S:24]1[CH:28]=[CH:27][CH:26]=[C:25]1[CH2:29][NH:30][C:2]1[C:11]2=[N:12][NH:13][CH:14]=[C:10]2[C:9]2[CH:8]=[CH:7][CH:6]=[CH:5][C:4]=2[N:3]=1. (7) Given the reactants [S:1]1[CH:5]=[CH:4][CH:3]=[C:2]1[C:6]([C:8]1[CH:17]=[CH:16][CH:15]=[CH:14][C:9]=1[C:10](OC)=[O:11])=O.O.[NH2:19][NH2:20], predict the reaction product. The product is: [S:1]1[CH:5]=[CH:4][CH:3]=[C:2]1[C:6]1[C:8]2[C:9](=[CH:14][CH:15]=[CH:16][CH:17]=2)[C:10](=[O:11])[NH:20][N:19]=1. (8) Given the reactants CC1(C)C2C(=C(P(C3C=CC=CC=3)C3C=CC=CC=3)C=CC=2)OC2C(P(C3C=CC=CC=3)C3C=CC=CC=3)=CC=CC1=2.Cl[C:44]1[N:49]=[CH:48][C:47]([C:50]2[CH:55]=[CH:54][CH:53]=[CH:52][C:51]=2[F:56])=[CH:46][N:45]=1.[CH3:57][C:58]1[C:66]2[C:61](=[CH:62][C:63]([C:67]([N:69]3[CH2:74][CH2:73][O:72][CH2:71][CH2:70]3)=[O:68])=[CH:64][CH:65]=2)[NH:60][CH:59]=1.C(=O)([O-])[O-].[Cs+].[Cs+], predict the reaction product. The product is: [F:56][C:51]1[CH:52]=[CH:53][CH:54]=[CH:55][C:50]=1[C:47]1[CH:46]=[N:45][C:44]([N:60]2[C:61]3[C:66](=[CH:65][CH:64]=[C:63]([C:67]([N:69]4[CH2:74][CH2:73][O:72][CH2:71][CH2:70]4)=[O:68])[CH:62]=3)[C:58]([CH3:57])=[CH:59]2)=[N:49][CH:48]=1. (9) Given the reactants [OH:1][CH:2]([C:5]1[N:10]=[C:9]2[N:11]([CH2:22][C:23]([F:26])([F:25])[F:24])[C:12]([NH:14][C:15](=[O:21])[CH2:16][C:17]([CH3:20])([CH3:19])[CH3:18])=[N:13][C:8]2=[CH:7][CH:6]=1)CO.I([O-])(=O)(=O)=O.[Na+], predict the reaction product. The product is: [CH:2]([C:5]1[N:10]=[C:9]2[N:11]([CH2:22][C:23]([F:26])([F:24])[F:25])[C:12]([NH:14][C:15](=[O:21])[CH2:16][C:17]([CH3:20])([CH3:19])[CH3:18])=[N:13][C:8]2=[CH:7][CH:6]=1)=[O:1]. (10) Given the reactants C[O:2][C:3]1[C:12]2[C:7](=[CH:8][CH:9]=[CH:10][CH:11]=2)[C:6]([O:13][CH3:14])=[C:5]([CH3:15])[C:4]=1[C:16]([C:18]1[CH:23]=[CH:22][C:21]([C:24]([F:27])([F:26])[F:25])=[CH:20][C:19]=1[F:28])=[O:17], predict the reaction product. The product is: [F:28][C:19]1[CH:20]=[C:21]([C:24]([F:25])([F:27])[F:26])[CH:22]=[CH:23][C:18]=1[C:16]([C:4]1[C:5]([CH3:15])=[C:6]([O:13][CH3:14])[C:7]2[C:12](=[CH:11][CH:10]=[CH:9][CH:8]=2)[C:3]=1[OH:2])=[O:17].